Predict the reactants needed to synthesize the given product. From a dataset of Full USPTO retrosynthesis dataset with 1.9M reactions from patents (1976-2016). (1) Given the product [C:28]([N:17]1[CH2:18][CH2:19][CH2:20][C@H:15]([CH2:14][O:13][C:9]2[CH:10]=[CH:11][CH:12]=[C:5]([N+:2]([O-:4])=[O:3])[C:6]=2[C:7]#[N:8])[CH2:16]1)(=[O:32])[CH2:29][CH2:30][CH3:31], predict the reactants needed to synthesize it. The reactants are: Cl.[N+:2]([C:5]1[CH:12]=[CH:11][CH:10]=[C:9]([O:13][CH2:14][C@H:15]2[CH2:20][CH2:19][CH2:18][NH:17][CH2:16]2)[C:6]=1[C:7]#[N:8])([O-:4])=[O:3].C(N(CC)CC)C.[C:28](O)(=[O:32])[CH2:29][CH2:30][CH3:31].CCN=C=NCCCN(C)C.C1C=CC2N(O)N=NC=2C=1. (2) Given the product [NH2:1][C:2]1[S:3][C@:4]2([C:19]([OH:21])([CH3:22])[CH3:20])[C@H:6]([C@:7]([C:10]3[CH:15]=[C:14]([NH2:16])[CH:13]=[C:12]([F:17])[C:11]=3[F:18])([CH3:9])[N:8]=1)[CH2:5]2, predict the reactants needed to synthesize it. The reactants are: [NH2:1][C:2]1[S:3][C@:4]2([C:19](=[O:21])[CH3:20])[C@H:6]([C@:7]([C:10]3[CH:15]=[C:14]([NH2:16])[CH:13]=[C:12]([F:17])[C:11]=3[F:18])([CH3:9])[N:8]=1)[CH2:5]2.[CH3:22][Mg]Br. (3) The reactants are: [C:1]([CH2:4][CH2:5][C:6]1[C:18]([CH2:19][CH2:20][CH2:21][CH2:22][CH2:23][CH2:24][O:25][C:26]2[CH:31]=[C:30]([C:32]3[CH:36]=[CH:35][S:34][CH:33]=3)[CH:29]=[C:28]([C:37](=[O:41])N(C)C)[CH:27]=2)=[CH:17][CH:16]=[CH:15][C:7]=1[O:8][CH2:9][CH2:10][CH2:11][C:12]([OH:14])=[O:13])([OH:3])=[O:2].C(OC(CCC1C(OCCCC(OCC)=O)=CC=CC=1CCCCCCOC1C=C(C=C(C2C=CSC=2)C=1)C(O)=O)=O)C.[CH:85]1([NH2:88])[CH2:87][CH2:86]1. Given the product [C:1]([CH2:4][CH2:5][C:6]1[C:18]([CH2:19][CH2:20][CH2:21][CH2:22][CH2:23][CH2:24][O:25][C:26]2[CH:31]=[C:30]([C:32]3[CH:36]=[CH:35][S:34][CH:33]=3)[CH:29]=[C:28]([C:37](=[O:41])[NH:88][CH:85]3[CH2:87][CH2:86]3)[CH:27]=2)=[CH:17][CH:16]=[CH:15][C:7]=1[O:8][CH2:9][CH2:10][CH2:11][C:12]([OH:14])=[O:13])([OH:3])=[O:2], predict the reactants needed to synthesize it. (4) Given the product [C:21]([NH:20][C:17]1[CH:16]=[C:15]([C:2]2[O:3][C:4]([C:8]([O:10][CH2:11][CH3:12])=[O:9])=[C:5]([I:7])[N:6]=2)[C:14]([CH3:13])=[CH:19][N:18]=1)(=[O:23])[CH3:22], predict the reactants needed to synthesize it. The reactants are: I[C:2]1[O:3][C:4]([C:8]([O:10][CH2:11][CH3:12])=[O:9])=[C:5]([I:7])[N:6]=1.[CH3:13][C:14]1[C:15]([Sn](C)(C)C)=[CH:16][C:17]([NH:20][C:21](=[O:23])[CH3:22])=[N:18][CH:19]=1.[Cl-].[Li+]. (5) Given the product [OH:18][C:15]1[CH:16]=[CH:17][C:12]([C:10]2[NH:1][C:2]3[C:3]([C:8](=[O:20])[CH:9]=2)=[CH:4][CH:5]=[CH:6][CH:7]=3)=[CH:13][CH:14]=1, predict the reactants needed to synthesize it. The reactants are: [NH2:1][C:2]1[CH:7]=[CH:6][CH:5]=[CH:4][C:3]=1[C:8](=[O:20])[CH2:9][C:10]([C:12]1[CH:17]=[CH:16][C:15]([O:18]C)=[CH:14][CH:13]=1)=O.